Dataset: Forward reaction prediction with 1.9M reactions from USPTO patents (1976-2016). Task: Predict the product of the given reaction. (1) Given the reactants [CH3:1][C:2]1[S:3][C:4]([C:10]2[CH:15]=[CH:14][CH:13]=[CH:12][CH:11]=2)=[C:5]([C:7]([OH:9])=O)[N:6]=1.CCN(C(C)C)C(C)C.CN(C(ON1N=NC2C=CC=CC1=2)=[N+](C)C)C.[B-](F)(F)(F)F.[NH:47]1[CH2:52][CH2:51][CH2:50][CH2:49][C@H:48]1[CH2:53][C:54]1[N:55]=[C:56]2[CH:61]=[C:60]([C:62]#[N:63])[CH:59]=[CH:58][N:57]2[CH:64]=1, predict the reaction product. The product is: [CH3:1][C:2]1[S:3][C:4]([C:10]2[CH:15]=[CH:14][CH:13]=[CH:12][CH:11]=2)=[C:5]([C:7]([N:47]2[CH2:52][CH2:51][CH2:50][CH2:49][C@H:48]2[CH2:53][C:54]2[N:55]=[C:56]3[CH:61]=[C:60]([C:62]#[N:63])[CH:59]=[CH:58][N:57]3[CH:64]=2)=[O:9])[N:6]=1. (2) Given the reactants [Cl:1][C:2]1[CH:11]=[CH:10][C:5]([C:6](=O)[CH2:7]Br)=[CH:4][CH:3]=1.[CH2:12]([O:14][C:15](=[O:20])[CH2:16][C:17]([NH2:19])=[S:18])[CH3:13], predict the reaction product. The product is: [Cl:1][C:2]1[CH:11]=[CH:10][C:5]([C:6]2[N:19]=[C:17]([CH2:16][C:15]([O:14][CH2:12][CH3:13])=[O:20])[S:18][CH:7]=2)=[CH:4][CH:3]=1. (3) Given the reactants Cl.[O:2]1[C:6]2[CH:7]=[CH:8][CH:9]=[C:10]([CH:11]3[CH2:16][CH2:15][N:14]([CH2:17][CH2:18][C@H:19]4[CH2:24][CH2:23][C@H:22]([NH2:25])[CH2:21][CH2:20]4)[CH2:13][CH2:12]3)[C:5]=2[O:4][CH2:3]1.[OH:26][CH2:27][C:28](O)=[O:29], predict the reaction product. The product is: [O:2]1[C:6]2[CH:7]=[CH:8][CH:9]=[C:10]([CH:11]3[CH2:16][CH2:15][N:14]([CH2:17][CH2:18][C@H:19]4[CH2:20][CH2:21][C@H:22]([NH:25][C:27](=[O:26])[CH2:28][OH:29])[CH2:23][CH2:24]4)[CH2:13][CH2:12]3)[C:5]=2[O:4][CH2:3]1. (4) The product is: [N+:1]([C:4]1[CH:5]=[N:6][CH:7]=[CH:8][C:9]=1[C:10]1[CH2:15][C@H:14]([C:16]([F:19])([F:17])[F:18])[CH2:13][C@H:12]([OH:20])[CH:11]=1)([O-:3])=[O:2]. Given the reactants [N+:1]([C:4]1[CH:5]=[N:6][CH:7]=[CH:8][C:9]=1[C:10]1[CH2:15][CH:14]([C:16]([F:19])([F:18])[F:17])[CH2:13][C:12](=[O:20])[CH:11]=1)([O-:3])=[O:2].O.O.O.O.O.O.O.[Cl-].[Ce+3].[Cl-].[Cl-].C(O)C.[BH4-].[Na+], predict the reaction product. (5) Given the reactants [Cl:1][C:2]1[CH:3]=[C:4]([CH:8]=[CH:9][CH:10]=1)[C:5](Cl)=[O:6].N1C=CC=CC=1.[Br:17][CH2:18][CH2:19][OH:20], predict the reaction product. The product is: [Br:17][CH2:18][CH2:19][O:20][C:5](=[O:6])[C:4]1[CH:8]=[CH:9][CH:10]=[C:2]([Cl:1])[CH:3]=1. (6) Given the reactants [Cl:1][C:2]1[C:7](OC=C=O)=[C:6](OC)[C:5]([O:14][CH2:15][C:16]2[C:21]([O:22][CH3:23])=[CH:20][CH:19]=[C:18]([F:24])[C:17]=2[F:25])=[CH:4][C:3]=1[N:26]1[C:34](=[O:35])[NH:33][C:32]2[C:27]1=[N:28][C:29]([CH3:38])=[N:30][C:31]=2[O:36][CH3:37].[O:39]1[CH2:43][CH2:42]CC1.[BH4-].[Na+].Cl.C([OH:49])C, predict the reaction product. The product is: [Cl:1][C:2]1[CH:7]=[C:6]([O:49][CH2:42][CH2:43][OH:39])[C:5]([O:14][CH2:15][C:16]2[C:21]([O:22][CH3:23])=[CH:20][CH:19]=[C:18]([F:24])[C:17]=2[F:25])=[CH:4][C:3]=1[N:26]1[C:34](=[O:35])[NH:33][C:32]2[C:27]1=[N:28][C:29]([CH3:38])=[N:30][C:31]=2[O:36][CH3:37]. (7) Given the reactants [C:1]([O:5][C:6]([N:8]1[CH:18]2[CH:9]1[C:10]([CH2:22][CH3:23])([CH2:20][CH3:21])[C:11]1[C:16]([CH2:17]2)=[CH:15][CH:14]=[C:13](O)[CH:12]=1)=[O:7])([CH3:4])([CH3:3])[CH3:2].C1(C)C=CC(S([O-])(=O)=O)=CC=1.[NH+:35]1[CH:40]=CC=CC=1.[CH3:41][OH:42], predict the reaction product. The product is: [C:1]([O:5][C:6](=[O:7])[NH:8][C@H:9]1[C@H:18]([O:42][CH3:41])[CH2:17][C:16]2[C:11](=[CH:12][C:13]([C:40]#[N:35])=[CH:14][CH:15]=2)[C:10]1([CH2:22][CH3:23])[CH2:20][CH3:21])([CH3:2])([CH3:4])[CH3:3]. (8) Given the reactants Cl[C:2]1[CH:7]=[CH:6][C:5]([N+:8]([O-:10])=[O:9])=[C:4]([NH:11][CH2:12][CH3:13])[CH:3]=1.[CH3:14][O-:15].[Na+].O, predict the reaction product. The product is: [CH2:12]([NH:11][C:4]1[CH:3]=[C:2]([O:15][CH3:14])[CH:7]=[CH:6][C:5]=1[N+:8]([O-:10])=[O:9])[CH3:13].